Dataset: Full USPTO retrosynthesis dataset with 1.9M reactions from patents (1976-2016). Task: Predict the reactants needed to synthesize the given product. (1) Given the product [C:1]([NH2:5])(=[O:4])[CH:2]=[CH2:3].[CH2:16]([NH:13][C:11](=[O:12])[CH:10]=[CH2:14])[CH2:15][CH2:17][CH3:18], predict the reactants needed to synthesize it. The reactants are: [C:1]([NH2:5])(=[O:4])[CH:2]=[CH2:3].C([C:10](=[CH2:14])[C:11]([NH2:13])=[O:12])CCC.[CH:15]([C:17]1C=CC=C[C:18]=1C=C)=[CH2:16].O. (2) Given the product [F:62][C:23]([F:22])([F:61])[C:24]1[CH:25]=[C:26]([C@H:34]2[O:38][C:37](=[O:39])[N:36]([CH2:40][C:41]3[CH:46]=[C:45]([C:47]([F:48])([F:49])[F:50])[CH:44]=[CH:43][C:42]=3[C:16]3[CH:17]=[C:12]([C:3]4[CH:4]=[CH:5][C:6]([C:8]([O:10][CH3:11])=[O:9])=[CH:7][C:2]=4[F:1])[C:13]([F:21])=[CH:14][C:15]=3[O:19][CH2:20][CH3:64])[C@H:35]2[CH3:60])[CH:27]=[C:28]([C:30]([F:31])([F:33])[F:32])[CH:29]=1, predict the reactants needed to synthesize it. The reactants are: [F:1][C:2]1[CH:7]=[C:6]([C:8]([O:10][CH3:11])=[O:9])[CH:5]=[CH:4][C:3]=1[C:12]1[CH:17]=[C:16](I)[C:15]([O:19][CH3:20])=[CH:14][C:13]=1[F:21].[F:22][C:23]([F:62])([F:61])[C:24]1[CH:25]=[C:26]([C@H:34]2[O:38][C:37](=[O:39])[N:36]([CH2:40][C:41]3[CH:46]=[C:45]([C:47]([F:50])([F:49])[F:48])[CH:44]=[CH:43][C:42]=3B3OC(C)(C)C(C)(C)O3)[C@H:35]2[CH3:60])[CH:27]=[C:28]([C:30]([F:33])([F:32])[F:31])[CH:29]=1.C.[C:64](=O)([O-])[O-].[Na+].[Na+]. (3) Given the product [Cl:19][C:16]([F:17])([F:18])[O:15][C:12]1[CH:11]=[CH:10][C:9]([NH:8][C:6](=[O:7])[C:5]2[CH:20]=[C:21]([C:22]3[NH:26][N:25]=[CH:24][CH:23]=3)[C:2]([N:36]3[CH2:37][C:34]([OH:38])([CH3:33])[CH2:35]3)=[N:3][CH:4]=2)=[CH:14][CH:13]=1, predict the reactants needed to synthesize it. The reactants are: Cl[C:2]1[C:21]([C:22]2[N:26](C3CCCCO3)[N:25]=[CH:24][CH:23]=2)=[CH:20][C:5]([C:6]([NH:8][C:9]2[CH:14]=[CH:13][C:12]([O:15][C:16]([Cl:19])([F:18])[F:17])=[CH:11][CH:10]=2)=[O:7])=[CH:4][N:3]=1.[CH3:33][C:34]1([OH:38])[CH2:37][NH:36][CH2:35]1. (4) Given the product [CH2:1]([O:3][C:4](=[O:16])[CH2:5][CH:6]1[C:15]2[C:10](=[CH:11][CH:12]=[CH:13][CH:14]=2)[O:9][CH2:8][CH2:7]1)[CH3:2], predict the reactants needed to synthesize it. The reactants are: [CH2:1]([O:3][C:4](=[O:16])/[CH:5]=[C:6]1\[CH2:7][CH2:8][O:9][C:10]2[C:15]\1=[CH:14][CH:13]=[CH:12][CH:11]=2)[CH3:2].C(OC(=O)/C=C1/CCOC2C/1=CC=CC=2)C.